Task: Regression/Classification. Given a drug SMILES string, predict its toxicity properties. Task type varies by dataset: regression for continuous values (e.g., LD50, hERG inhibition percentage) or binary classification for toxic/non-toxic outcomes (e.g., AMES mutagenicity, cardiotoxicity, hepatotoxicity). Dataset: herg_karim.. Dataset: hERG potassium channel inhibition data for cardiac toxicity prediction from Karim et al. (1) The molecule is COc1cc(-n2cnc3cc(-c4ccc(Cl)cc4)sc3c2=O)ccc1N1CC[C@H](O)C1. The result is 1 (blocker). (2) The compound is CN1CCN(C2=c3ccccc3=Nc3ccc(Cl)cc3N2)CC1. The result is 1 (blocker). (3) The compound is Nc1ccccc1NC(=O)c1ccc(N2CCC3(CC2)CNc2ccccc23)nc1. The result is 0 (non-blocker). (4) The molecule is c1ccc(CCCNCCC(c2ccccc2)c2ccccc2)cc1. The result is 1 (blocker).